From a dataset of Forward reaction prediction with 1.9M reactions from USPTO patents (1976-2016). Predict the product of the given reaction. (1) The product is: [CH3:15][C:14]1[C:13](=[O:16])[C:12]2[C:7](=[CH:8][CH:9]=[CH:10][CH:11]=2)[NH:6][C:5]=1[CH2:4][NH:3][C:17](=[O:24])[CH2:18][CH2:19][CH2:20][CH2:21][CH2:22][CH3:23]. Given the reactants Cl.Cl.[NH2:3][CH2:4][C:5]1[NH:6][C:7]2[C:12]([C:13](=[O:16])[C:14]=1[CH3:15])=[CH:11][CH:10]=[CH:9][CH:8]=2.[C:17](Cl)(=[O:24])[CH2:18][CH2:19][CH2:20][CH2:21][CH2:22][CH3:23], predict the reaction product. (2) Given the reactants [Br:1][C:2]1[CH:7]=[CH:6][C:5]([C:8]2[N:12]([C@@H:13]3[CH2:17][CH2:16][C@H:15]([C:18]([OH:20])=O)[CH2:14]3)[N:11]=[N:10][CH:9]=2)=[CH:4][CH:3]=1.[CH2:21]([NH2:23])[CH3:22], predict the reaction product. The product is: [CH2:21]([NH:23][C:18]([C@H:15]1[CH2:16][CH2:17][C@@H:13]([N:12]2[C:8]([C:5]3[CH:4]=[CH:3][C:2]([Br:1])=[CH:7][CH:6]=3)=[CH:9][N:10]=[N:11]2)[CH2:14]1)=[O:20])[CH3:22]. (3) Given the reactants [NH:1]1[CH2:8][CH2:7][CH2:6][C@H:2]1[C:3]([OH:5])=[O:4].C(=O)([O-])[O-].[K+].[K+].I[C:16]1[CH:21]=[CH:20][CH:19]=[CH:18][CH:17]=1.Cl, predict the reaction product. The product is: [C:16]1([N:1]2[CH2:8][CH2:7][CH2:6][C@H:2]2[C:3]([OH:5])=[O:4])[CH:21]=[CH:20][CH:19]=[CH:18][CH:17]=1. (4) Given the reactants [C:1]([O:4]C(=O)C)(=[O:3])[CH3:2].[OH:8][C@H:9]1[CH2:26][CH2:25][C@@:24]2([CH3:27])[CH:11]([CH2:12][CH2:13][C@@H:14]3[C@@H:23]2[C:22](=[O:28])[CH2:21][C@@:19]2([CH3:20])[C@H:15]3[CH2:16][CH2:17][C:18]2=[O:29])[CH2:10]1, predict the reaction product. The product is: [C:1]([OH:4])(=[O:3])[CH3:2].[OH:8][C@H:9]1[CH2:26][CH2:25][C@@:24]2([CH3:27])[CH:11]([CH2:12][CH2:13][C@@H:14]3[C@@H:23]2[C:22](=[O:28])[CH2:21][C@@:19]2([CH3:20])[C@H:15]3[CH2:16][CH2:17][C:18]2=[O:29])[CH2:10]1.